Dataset: Catalyst prediction with 721,799 reactions and 888 catalyst types from USPTO. Task: Predict which catalyst facilitates the given reaction. (1) Reactant: [Cl:1][C:2]1[CH:23]=[C:22]([F:24])[C:5]([O:6][C:7]([C:10]2O[C:13]([C:15]3[CH:20]=[CH:19][N:18]=[C:17]([NH2:21])[CH:16]=3)=[N:12][N:11]=2)([CH3:9])[CH3:8])=[C:4]([F:25])[CH:3]=1.Cl.[CH2:27]([NH2:29])[CH3:28]. Product: [Cl:1][C:2]1[CH:23]=[C:22]([F:24])[C:5]([O:6][C:7]([C:10]2[N:29]([CH2:27][CH3:28])[C:13]([C:15]3[CH:20]=[CH:19][N:18]=[C:17]([NH2:21])[CH:16]=3)=[N:12][N:11]=2)([CH3:9])[CH3:8])=[C:4]([F:25])[CH:3]=1. The catalyst class is: 5. (2) Reactant: [F:1][C:2]([F:38])([F:37])[C@H:3]([OH:36])[CH2:4][N:5]1[C:14]2[C:9](=[CH:10][CH:11]=[CH:12][CH:13]=2)[N:8]([CH2:15][C:16]2[CH:21]=[CH:20][CH:19]=[C:18]([O:22][C:23]([F:26])([F:25])[F:24])[CH:17]=2)[CH2:7][CH:6]1[C:27]1[CH:28]=[C:29]([CH:33]=[CH:34][CH:35]=1)[C:30](O)=[O:31].CCN(C(C)C)C(C)C.[CH3:48][NH2:49].C(N=C=NCCCN(C)C)C. Product: [CH3:48][NH:49][C:30](=[O:31])[C:29]1[CH:33]=[CH:34][CH:35]=[C:27]([CH:6]2[CH2:7][N:8]([CH2:15][C:16]3[CH:21]=[CH:20][CH:19]=[C:18]([O:22][C:23]([F:24])([F:25])[F:26])[CH:17]=3)[C:9]3[C:14](=[CH:13][CH:12]=[CH:11][CH:10]=3)[N:5]2[CH2:4][C@@H:3]([OH:36])[C:2]([F:1])([F:38])[F:37])[CH:28]=1. The catalyst class is: 5. (3) Reactant: C(OC([N:8]1[C:16]2[C:11](=[CH:12][CH:13]=[CH:14][CH:15]=2)[C:10]([C:17]([CH3:21])([CH3:20])[CH2:18][NH2:19])=[CH:9]1)=O)(C)(C)C.[ClH:22].O1CCOCC1. Product: [ClH:22].[NH:8]1[C:16]2[C:11](=[CH:12][CH:13]=[CH:14][CH:15]=2)[C:10]([C:17]([CH3:21])([CH3:20])[CH2:18][NH2:19])=[CH:9]1. The catalyst class is: 4. (4) Reactant: [Cl-].[Cl-].[CH3:3][C:4]1[C:8]([Zr+2:10][C:11]2([CH3:20])[C:15]([CH3:16])=[C:14]([CH3:17])[C:13]([CH3:18])=[C:12]2[CH3:19])([CH3:9])[C:7]([CH3:21])=[C:6]([CH3:22])[C:5]=1[CH3:23].[C:24]([OH:30])(=[O:29])[C:25]([CH3:28])([CH3:27])[CH3:26].C(N(CC)CC)C. Product: [C:24]([O-:30])(=[O:29])[C:25]([CH3:28])([CH3:27])[CH3:26].[C:24]([O-:30])(=[O:29])[C:25]([CH3:28])([CH3:27])[CH3:26].[CH3:16][C:15]1[C:11]([Zr+2:10][C:8]2([CH3:9])[C:7]([CH3:21])=[C:6]([CH3:22])[C:5]([CH3:23])=[C:4]2[CH3:3])([CH3:20])[C:12]([CH3:19])=[C:13]([CH3:18])[C:14]=1[CH3:17]. The catalyst class is: 11. (5) Reactant: [OH:1][C@H:2]1[CH2:7][N:6]([C:8]([O:10][C:11]([CH3:14])([CH3:13])[CH3:12])=[O:9])[C@H:5]([CH3:15])[CH2:4][CH2:3]1.CC([O-])(C)C.[K+].[F:22][CH:23]([F:33])[CH2:24][O:25][C:26]1[CH:31]=[CH:30][N:29]=[C:28](F)[CH:27]=1. Product: [F:33][CH:23]([F:22])[CH2:24][O:25][C:26]1[CH:27]=[CH:28][N:29]=[C:30]([O:1][C@H:2]2[CH2:7][N:6]([C:8]([O:10][C:11]([CH3:14])([CH3:13])[CH3:12])=[O:9])[C@H:5]([CH3:15])[CH2:4][CH2:3]2)[CH:31]=1. The catalyst class is: 1. (6) Reactant: Cl.[NH2:2][C@@H:3]1[CH2:8][CH2:7][CH2:6][N:5]([C:9]([C:11]2[S:12][C:13]([C:16]3[C:20]([CH3:21])=[C:19]([C:22]([F:25])([F:24])[F:23])[O:18][N:17]=3)=[CH:14][CH:15]=2)=[O:10])[CH2:4]1.C(N(CC)CC)C.[C:33](Cl)(=[O:35])[CH3:34]. Product: [CH3:21][C:20]1[C:16]([C:13]2[S:12][C:11]([C:9]([N:5]3[CH2:6][CH2:7][CH2:8][C@@H:3]([NH:2][C:33](=[O:35])[CH3:34])[CH2:4]3)=[O:10])=[CH:15][CH:14]=2)=[N:17][O:18][C:19]=1[C:22]([F:25])([F:24])[F:23]. The catalyst class is: 1. (7) Reactant: [H-].[H-].[H-].[H-].[Li+].[Al+3].[CH3:7][O:8][C:9]1[CH:14]=[CH:13][CH:12]=[C:11]([O:15][CH3:16])[C:10]=1[CH:17]([NH:23][CH2:24][C:25]1[CH:30]=[CH:29][C:28]([O:31][C:32]([F:35])([F:34])[F:33])=[CH:27][CH:26]=1)[C:18](OCC)=[O:19].O.[OH-].[Na+]. Product: [CH3:16][O:15][C:11]1[CH:12]=[CH:13][CH:14]=[C:9]([O:8][CH3:7])[C:10]=1[CH:17]([NH:23][CH2:24][C:25]1[CH:30]=[CH:29][C:28]([O:31][C:32]([F:33])([F:35])[F:34])=[CH:27][CH:26]=1)[CH2:18][OH:19]. The catalyst class is: 1.